This data is from Reaction yield outcomes from USPTO patents with 853,638 reactions. The task is: Predict the reaction yield, written as a fraction of the theoretical maximum amount of product (1.0 means a 100% yield; for example, 0.34 means a 34% yield). The reactants are [OH-:1].[Na+:2].CO.[CH:5]1[N:9]=[CH:8][N:7]([CH2:10][C:11]([P:17]([OH:20])([OH:19])=[O:18])([P:13]([OH:16])([OH:15])=[O:14])[OH:12])[CH:6]=1. The catalyst is O. The product is [CH:5]1[N:9]=[CH:8][N:7]([CH2:10][C:11]([P:13]([O-:16])([OH:15])=[O:14])([P:17]([O-:19])([OH:20])=[O:18])[OH:12])[CH:6]=1.[OH2:1].[OH2:12].[OH2:12].[OH2:12].[Na+:2].[Na+:2]. The yield is 0.970.